This data is from Catalyst prediction with 721,799 reactions and 888 catalyst types from USPTO. The task is: Predict which catalyst facilitates the given reaction. (1) Reactant: [CH3:1][N:2]1[CH2:25][CH2:24][C:5]2[N:6]([CH2:14][C:15]([C:18]3[CH:19]=[N:20][CH:21]=[CH:22][CH:23]=3)(O)[CH3:16])[C:7]3[CH:8]=[CH:9][C:10]([CH3:13])=[CH:11][C:12]=3[C:4]=2[CH2:3]1.C(N(S(F)(F)[F:32])CC)C. Product: [F:32][C:15]([C:18]1[CH:19]=[N:20][CH:21]=[CH:22][CH:23]=1)([CH3:16])[CH2:14][N:6]1[C:7]2[CH:8]=[CH:9][C:10]([CH3:13])=[CH:11][C:12]=2[C:4]2[CH2:3][N:2]([CH3:1])[CH2:25][CH2:24][C:5]1=2. The catalyst class is: 2. (2) Reactant: C[O:2][C:3]([C:5]1[S:6][C:7]([C:27]2[CH:32]=[CH:31][CH:30]=[CH:29][CH:28]=2)=[CH:8][C:9]=1[N:10]([C:18]([CH:20]1[CH2:25][CH2:24][CH:23]([CH3:26])[CH2:22][CH2:21]1)=[O:19])[CH:11]1[CH2:16][CH2:15][C:14](=[O:17])[CH2:13][CH2:12]1)=[O:4].O.[Li+].[OH-]. Product: [CH3:26][CH:23]1[CH2:22][CH2:21][CH:20]([C:18]([N:10]([CH:11]2[CH2:12][CH2:13][C:14](=[O:17])[CH2:15][CH2:16]2)[C:9]2[CH:8]=[C:7]([C:27]3[CH:28]=[CH:29][CH:30]=[CH:31][CH:32]=3)[S:6][C:5]=2[C:3]([OH:4])=[O:2])=[O:19])[CH2:25][CH2:24]1. The catalyst class is: 12. (3) Reactant: Cl[C:2]1[C:11]2[C:6](=[CH:7][CH:8]=[CH:9][CH:10]=2)[N:5]=[CH:4][CH:3]=1.[N+:12]([C:15]1[CH:16]=[C:17]([OH:24])[CH:18]=[CH:19][C:20]=1[N+:21]([O-:23])=[O:22])([O-:14])=[O:13]. Product: [N+:12]([C:15]1[CH:16]=[C:17]([CH:18]=[CH:19][C:20]=1[N+:21]([O-:23])=[O:22])[O:24][C:2]1[C:11]2[C:6](=[CH:7][CH:8]=[CH:9][CH:10]=2)[N:5]=[CH:4][CH:3]=1)([O-:14])=[O:13]. The catalyst class is: 797. (4) Reactant: C(O[C:6](=O)[NH:7][CH:8]1[C:17]2[C:12](=[CH:13][CH:14]=[CH:15][CH:16]=2)[N:11]([C:18]2[CH:19]=[C:20]3[C:24](=[CH:25][CH:26]=2)[NH:23][CH:22]=[CH:21]3)[CH2:10][CH2:9]1)(C)(C)C.[H-].[Al+3].[Li+].[H-].[H-].[H-].S([O-])([O-])(=O)=O.[Na+].[Na+]. Product: [NH:23]1[C:24]2[C:20](=[CH:19][C:18]([N:11]3[C:12]4[C:17](=[CH:16][CH:15]=[CH:14][CH:13]=4)[CH:8]([NH:7][CH3:6])[CH2:9][CH2:10]3)=[CH:26][CH:25]=2)[CH:21]=[CH:22]1. The catalyst class is: 1. (5) Reactant: [CH2:1]([C:3]1[CH:13]=[CH:12][C:6]([NH:7][CH2:8][CH:9]([CH3:11])[CH3:10])=[CH:5][CH:4]=1)[CH3:2].Cl[S:15]([C:18]1[CH:19]=[CH:20][C:21]([OH:28])=[C:22]([CH:27]=1)[C:23]([O:25][CH3:26])=[O:24])(=[O:17])=[O:16]. Product: [CH2:1]([C:3]1[CH:13]=[CH:12][C:6]([N:7]([CH2:8][CH:9]([CH3:10])[CH3:11])[S:15]([C:18]2[CH:19]=[CH:20][C:21]([OH:28])=[C:22]([CH:27]=2)[C:23]([O:25][CH3:26])=[O:24])(=[O:17])=[O:16])=[CH:5][CH:4]=1)[CH3:2]. The catalyst class is: 17.